From a dataset of Catalyst prediction with 721,799 reactions and 888 catalyst types from USPTO. Predict which catalyst facilitates the given reaction. (1) Reactant: [CH2:1]([C:3]1[CH:9]=[CH:8][C:6]([NH2:7])=[CH:5][CH:4]=1)[CH3:2].[CH:10](=O)[CH3:11].OS(O)(=O)=O.[BH4-].[Na+]. Product: [CH2:10]([NH:7][C:6]1[CH:8]=[CH:9][C:3]([CH2:1][CH3:2])=[CH:4][CH:5]=1)[CH3:11]. The catalyst class is: 7. (2) The catalyst class is: 8. Product: [C:28]([C:25]1[CH:24]=[CH:23][C:22]([C:19]2[CH:20]=[CH:21][C:16]([O:15][CH:10]([C:7]3[CH:6]=[CH:5][C:4]([C:3]([OH:32])=[O:2])=[CH:9][CH:8]=3)[CH2:11][CH:12]([CH3:14])[CH3:13])=[CH:17][CH:18]=2)=[CH:27][CH:26]=1)([CH3:30])([CH3:31])[CH3:29]. Reactant: C[O:2][C:3](=[O:32])[C:4]1[CH:9]=[CH:8][C:7]([CH:10]([O:15][C:16]2[CH:21]=[CH:20][C:19]([C:22]3[CH:27]=[CH:26][C:25]([C:28]([CH3:31])([CH3:30])[CH3:29])=[CH:24][CH:23]=3)=[CH:18][CH:17]=2)[CH2:11][CH:12]([CH3:14])[CH3:13])=[CH:6][CH:5]=1.[OH-].[Na+]. (3) Reactant: [OH-].[K+].[N+:3]([C:6]1[CH:7]=[C:8]2[C:12](=[CH:13][CH:14]=1)[NH:11][CH:10]=[CH:9]2)([O-:5])=[O:4].[CH3:15][N:16]1[CH2:21][CH2:20][C:19](=O)[CH2:18][CH2:17]1. Product: [CH3:15][N:16]1[CH2:17][CH:18]=[C:19]([C:9]2[C:8]3[C:12](=[CH:13][CH:14]=[C:6]([N+:3]([O-:5])=[O:4])[CH:7]=3)[NH:11][CH:10]=2)[CH2:20][CH2:21]1. The catalyst class is: 5. (4) Reactant: [CH3:1][CH:2]([CH3:6])[C:3](=O)[CH3:4].[N+:7]([C:10]1[CH:15]=[CH:14][C:13]([N:16]2[CH2:21][CH2:20][NH:19][CH2:18][CH2:17]2)=[CH:12][CH:11]=1)([O-:9])=[O:8].C([BH3-])#N.[Na+].O. Product: [CH3:4][CH:3]([N:19]1[CH2:20][CH2:21][N:16]([C:13]2[CH:12]=[CH:11][C:10]([N+:7]([O-:9])=[O:8])=[CH:15][CH:14]=2)[CH2:17][CH2:18]1)[CH:2]([CH3:6])[CH3:1]. The catalyst class is: 130. (5) Reactant: [CH3:1][C:2]1([CH3:20])[CH2:3][N:4]([C:10]([O:12][CH2:13][C:14]2[CH:19]=[CH:18][CH:17]=[CH:16][CH:15]=2)=[O:11])[CH2:5]/[C:6]/1=[N:7]\OC.B.C1COCC1. Product: [NH2:7][CH:6]1[CH2:5][N:4]([C:10]([O:12][CH2:13][C:14]2[CH:19]=[CH:18][CH:17]=[CH:16][CH:15]=2)=[O:11])[CH2:3][C:2]1([CH3:20])[CH3:1]. The catalyst class is: 1. (6) Reactant: I[Si](C)(C)C.[O:6]=[C:7]1[CH2:12][CH2:11][CH:10]([C:13]([O:15][CH2:16][CH3:17])=[O:14])[CH2:9][CH2:8]1.C[SiH](C)O[CH2:21][CH2:22][C:23]1[CH:28]=[CH:27][CH:26]=[CH:25][CH:24]=1. Product: [C:23]1([CH2:22][CH2:21][O:6][C@@H:7]2[CH2:12][CH2:11][C@H:10]([C:13]([O:15][CH2:16][CH3:17])=[O:14])[CH2:9][CH2:8]2)[CH:28]=[CH:27][CH:26]=[CH:25][CH:24]=1. The catalyst class is: 2. (7) Reactant: [CH3:1][C:2]([O:8][CH2:9][C:10]([CH3:12])=C)([CH3:7])[C:3]([O:5][CH3:6])=[O:4].N1C(C)=CC=CC=1C.I([O-])(=O)(=O)=[O:22].[Na+]. Product: [CH3:7][C:2]([O:8][CH2:9][C:10](=[O:22])[CH3:12])([CH3:1])[C:3]([O:5][CH3:6])=[O:4]. The catalyst class is: 785.